From a dataset of Reaction yield outcomes from USPTO patents with 853,638 reactions. Predict the reaction yield, written as a fraction of the theoretical maximum amount of product (1.0 means a 100% yield; for example, 0.34 means a 34% yield). (1) The reactants are Br[CH:2]1[CH2:20][CH2:19][C:5]2=[CH:6][C:7]3[C:8]4[CH:17]=[CH:16][C:15]([Cl:18])=[CH:14][C:9]=4[CH2:10][O:11][C:12]=3[CH:13]=[C:4]2[C:3]1=[O:21].[C:22]([O:26][C:27]([N:29]1[CH2:33][C@@H:32]([O:34][CH2:35][CH3:36])[CH2:31][C@H:30]1[C:37]([OH:39])=[O:38])=[O:28])([CH3:25])([CH3:24])[CH3:23].CCN(C(C)C)C(C)C. The catalyst is CC#N.CCOC(C)=O. The product is [CH2:35]([O:34][C@@H:32]1[CH2:33][N:29]([C:27]([O:26][C:22]([CH3:23])([CH3:25])[CH3:24])=[O:28])[C@H:30]([C:37]([O:39][CH:2]2[CH2:20][CH2:19][C:5]3=[CH:6][C:7]4[C:8]5[CH:17]=[CH:16][C:15]([Cl:18])=[CH:14][C:9]=5[CH2:10][O:11][C:12]=4[CH:13]=[C:4]3[C:3]2=[O:21])=[O:38])[CH2:31]1)[CH3:36]. The yield is 0.560. (2) The reactants are [CH:1]1([NH:4][C:5]([NH:7][C:8]2[CH:13]=[CH:12][C:11]([O:14][C:15]3[CH:20]=[CH:19][N:18]=[C:17]4[CH:21]=[C:22]([C:24]5[CH:29]=[CH:28][C:27](C=O)=[CH:26][N:25]=5)[S:23][C:16]=34)=[C:10]([F:32])[CH:9]=2)=[O:6])[CH2:3][CH2:2]1.[OH:33][CH:34]1[CH2:39][CH2:38][NH:37][CH2:36][CH2:35]1.[C:40](O)(=O)C.[BH-](OC(C)=O)(OC(C)=O)OC(C)=O.[Na+]. The catalyst is C(Cl)Cl.CN(C=O)C. The product is [CH:1]1([NH:4][C:5]([NH:7][C:8]2[CH:13]=[CH:12][C:11]([O:14][C:15]3[CH:20]=[CH:19][N:18]=[C:17]4[CH:21]=[C:22]([C:24]5[CH:29]=[CH:28][C:27]([CH2:40][N:37]6[CH2:38][CH2:39][CH:34]([OH:33])[CH2:35][CH2:36]6)=[CH:26][N:25]=5)[S:23][C:16]=34)=[C:10]([F:32])[CH:9]=2)=[O:6])[CH2:2][CH2:3]1. The yield is 0.480. (3) The reactants are [CH3:1][CH2:2][O:3][C:4]([C:6]1[S:10][C:9]2[CH:11]=[C:12]([C:15](O)=[O:16])[CH:13]=[CH:14][C:8]=2[CH:7]=1)=[O:5]. The catalyst is C1COCC1. The product is [CH2:2]([O:3][C:4]([C:6]1[S:10][C:9]2[CH:11]=[C:12]([CH2:15][OH:16])[CH:13]=[CH:14][C:8]=2[CH:7]=1)=[O:5])[CH3:1]. The yield is 0.870. (4) The reactants are [CH2:1]([C:9]1[CH:15]=[CH:14][C:12]([NH2:13])=[CH:11][CH:10]=1)[CH2:2][CH2:3][CH2:4][CH2:5][CH2:6][CH2:7][CH3:8].Br[CH2:17][C:18]#[N:19].C([O-])([O-])=O.[K+].[K+]. The catalyst is CC#N. The product is [CH2:1]([C:9]1[CH:10]=[CH:11][C:12]([NH:13][CH2:17][C:18]#[N:19])=[CH:14][CH:15]=1)[CH2:2][CH2:3][CH2:4][CH2:5][CH2:6][CH2:7][CH3:8]. The yield is 0.740.